Dataset: Peptide-MHC class II binding affinity with 134,281 pairs from IEDB. Task: Regression. Given a peptide amino acid sequence and an MHC pseudo amino acid sequence, predict their binding affinity value. This is MHC class II binding data. The peptide sequence is DLVANQPNLKALREK. The MHC is DRB1_1101 with pseudo-sequence DRB1_1101. The binding affinity (normalized) is 0.247.